From a dataset of Full USPTO retrosynthesis dataset with 1.9M reactions from patents (1976-2016). Predict the reactants needed to synthesize the given product. (1) The reactants are: [F:1][C:2]1[CH:8]=[CH:7][C:5]([NH2:6])=[C:4]([O:9][CH3:10])[CH:3]=1.Cl.[CH:12](=O)/[CH:13]=[CH:14]/[CH3:15].[NH4+].[OH-]. Given the product [F:1][C:2]1[CH:8]=[C:7]2[C:5](=[C:4]([O:9][CH3:10])[CH:3]=1)[N:6]=[C:14]([CH3:15])[CH:13]=[CH:12]2, predict the reactants needed to synthesize it. (2) Given the product [F:10][C:6]1[C:5]([N:11]2[CH2:16][CH2:15][CH2:14][CH2:13][CH2:12]2)=[C:4]([CH:9]=[CH:8][CH:7]=1)[C:30]([C@@H:32]1[CH2:37][CH2:36][CH2:35][N:34]([C:38]([O:40][C:41]([CH3:44])([CH3:43])[CH3:42])=[O:39])[CH2:33]1)=[O:31], predict the reactants needed to synthesize it. The reactants are: N#N.Br[C:4]1[CH:9]=[CH:8][CH:7]=[C:6]([F:10])[C:5]=1[N:11]1[CH2:16][CH2:15][CH2:14][CH2:13][CH2:12]1.[Li]C(C)(C)C.CCCCC.CON(C)[C:30]([C@@H:32]1[CH2:37][CH2:36][CH2:35][N:34]([C:38]([O:40][C:41]([CH3:44])([CH3:43])[CH3:42])=[O:39])[CH2:33]1)=[O:31]. (3) Given the product [CH2:1]([O:8][C:9]([N:11]1[CH2:16][CH2:15][CH:14]([CH2:17][NH:18][C:24]([O:23][C:19]([CH3:22])([CH3:21])[CH3:20])=[O:25])[CH2:13][CH2:12]1)=[O:10])[C:2]1[CH:7]=[CH:6][CH:5]=[CH:4][CH:3]=1, predict the reactants needed to synthesize it. The reactants are: [CH2:1]([O:8][C:9]([N:11]1[CH2:16][CH2:15][CH:14]([CH2:17][NH2:18])[CH2:13][CH2:12]1)=[O:10])[C:2]1[CH:7]=[CH:6][CH:5]=[CH:4][CH:3]=1.[C:19]([O:23][C:24](O[C:24]([O:23][C:19]([CH3:22])([CH3:21])[CH3:20])=[O:25])=[O:25])([CH3:22])([CH3:21])[CH3:20]. (4) Given the product [Br:1][C:2]1[CH:7]=[CH:6][C:5]([O:8][CH3:9])=[C:4]([N+:13]([O-:15])=[O:14])[C:3]=1[N+:10]([O-:12])=[O:11], predict the reactants needed to synthesize it. The reactants are: [Br:1][C:2]1[CH:7]=[CH:6][C:5]([O:8][CH3:9])=[CH:4][C:3]=1[N+:10]([O-:12])=[O:11].[N+:13]([O-])([OH:15])=[O:14].S(=O)(=O)(O)O. (5) Given the product [CH:11]1([C:10]([C:7]2[CH:8]=[CH:9][C:4]([OH:3])=[CH:5][CH:6]=2)=[O:15])[CH2:13][CH2:12]1, predict the reactants needed to synthesize it. The reactants are: [OH-].[Na+].[OH:3][C:4]1[CH:9]=[CH:8][C:7]([C:10](=[O:15])[CH2:11][CH2:12][CH2:13]Cl)=[CH:6][CH:5]=1.C(O)(=O)C. (6) Given the product [Br:1][C:2]1[CH:3]=[C:4]([N+:9]([O-:11])=[O:10])[C:5]([NH:16][CH2:15][CH:12]2[CH2:14][CH2:13]2)=[N:6][CH:7]=1, predict the reactants needed to synthesize it. The reactants are: [Br:1][C:2]1[CH:3]=[C:4]([N+:9]([O-:11])=[O:10])[C:5](Cl)=[N:6][CH:7]=1.[CH:12]1([CH2:15][NH2:16])[CH2:14][CH2:13]1.C(N(CC)C(C)C)(C)C. (7) Given the product [N:27]1([C:23]2[N:24]=[CH:25][N:26]=[C:21]([N:19]3[C:3](=[O:18])[C:4]([C:9]4[S:10][C:11]([C:14]([F:15])([F:16])[F:17])=[N:12][N:13]=4)=[CH:5][NH:6]3)[CH:22]=2)[CH2:28][CH2:29][O:30][CH2:31][CH2:32]1, predict the reactants needed to synthesize it. The reactants are: CO[C:3](=[O:18])[C:4]([C:9]1[S:10][C:11]([C:14]([F:17])([F:16])[F:15])=[N:12][N:13]=1)=[CH:5][N:6](C)C.[NH:19]([C:21]1[N:26]=[CH:25][N:24]=[C:23]([N:27]2[CH2:32][CH2:31][O:30][CH2:29][CH2:28]2)[CH:22]=1)N.C12(CS(O)(=O)=O)C(C)(C)C(CC1)CC2=O.